Dataset: Reaction yield outcomes from USPTO patents with 853,638 reactions. Task: Predict the reaction yield, written as a fraction of the theoretical maximum amount of product (1.0 means a 100% yield; for example, 0.34 means a 34% yield). The reactants are [OH-].[K+].[C:3]([C:6]1[N:11]=[C:10]([C:12]2[CH:17]=[CH:16][C:15]([C:18]3[CH:23]=[CH:22][C:21]([CH2:24][C:25]([NH:27][C@@H:28]([CH:33]([CH3:35])[CH3:34])[C:29]([O:31]C)=[O:30])=[O:26])=[CH:20][C:19]=3[Cl:36])=[CH:14][CH:13]=2)[C:9]([CH3:37])=[N:8][C:7]=1[CH3:38])(=[O:5])[NH2:4]. The catalyst is CC(O)(C)C. The product is [C:3]([C:6]1[N:11]=[C:10]([C:12]2[CH:17]=[CH:16][C:15]([C:18]3[CH:23]=[CH:22][C:21]([CH2:24][C:25]([NH:27][C@@H:28]([CH:33]([CH3:34])[CH3:35])[C:29]([OH:31])=[O:30])=[O:26])=[CH:20][C:19]=3[Cl:36])=[CH:14][CH:13]=2)[C:9]([CH3:37])=[N:8][C:7]=1[CH3:38])(=[O:5])[NH2:4]. The yield is 0.291.